Predict the product of the given reaction. From a dataset of Forward reaction prediction with 1.9M reactions from USPTO patents (1976-2016). (1) Given the reactants [H-].[Na+].[F:3][C:4]1[CH:9]=[CH:8][CH:7]=[CH:6][C:5]=1[C:10]1[N:15]=[CH:14][C:13]([OH:16])=[CH:12][CH:11]=1.[C:17]([O:21][C:22](=[O:25])[CH2:23]Br)([CH3:20])([CH3:19])[CH3:18], predict the reaction product. The product is: [C:17]([O:21][C:22](=[O:25])[CH2:23][O:16][C:13]1[CH:14]=[N:15][C:10]([C:5]2[CH:6]=[CH:7][CH:8]=[CH:9][C:4]=2[F:3])=[CH:11][CH:12]=1)([CH3:20])([CH3:19])[CH3:18]. (2) Given the reactants [F:1][C:2]1[CH:7]=[CH:6][C:5]([C:8]2[C:13]([N:14]3[CH2:19][CH2:18][CH:17]([C:20]([OH:22])=O)[CH2:16][CH2:15]3)=[CH:12][N:11]=[CH:10][N:9]=2)=[CH:4][CH:3]=1.Cl.[CH3:24][O:25][C@@H:26]1[CH2:30][CH2:29][NH:28][CH2:27]1.CN(C(ON1N=NC2C=CC=NC1=2)=[N+](C)C)C.F[P-](F)(F)(F)(F)F.C(N(CC)CC)C, predict the reaction product. The product is: [F:1][C:2]1[CH:3]=[CH:4][C:5]([C:8]2[C:13]([N:14]3[CH2:15][CH2:16][CH:17]([C:20]([N:28]4[CH2:29][CH2:30][C@@H:26]([O:25][CH3:24])[CH2:27]4)=[O:22])[CH2:18][CH2:19]3)=[CH:12][N:11]=[CH:10][N:9]=2)=[CH:6][CH:7]=1.